Dataset: Reaction yield outcomes from USPTO patents with 853,638 reactions. Task: Predict the reaction yield, written as a fraction of the theoretical maximum amount of product (1.0 means a 100% yield; for example, 0.34 means a 34% yield). (1) The reactants are CC1C=C2N=C3C(=NC(NC3=O)=O)N(C[C@H](O)[C@H](O)[C@H](O)CO)C2=CC=1C.[F:28][C:29]1[CH:30]=[C:31]([N:38]2[C:42](=[O:43])[N:41]([CH3:44])[N:40]=[N:39]2)[CH:32]=[C:33]([N+:35]([O-])=O)[CH:34]=1. The catalyst is CO.[Pd]. The product is [NH2:35][C:33]1[CH:32]=[C:31]([N:38]2[C:42](=[O:43])[N:41]([CH3:44])[N:40]=[N:39]2)[CH:30]=[C:29]([F:28])[CH:34]=1. The yield is 0.910. (2) The reactants are ON1C(=O)N(O)C(=O)N(O)[C:3]1=[O:12].[C:13]([OH:16])(=[O:15])[CH3:14].[O:17]=O.[CH3:19][C:20]1C=C[C:23](C)=[CH:24][CH:25]=1. The catalyst is C([O-])(=O)C.[Co+2].C([O-])(=O)C.C([O-])(=O)C.[Mn+2].C([O-])(=O)C.O. The product is [C:3]([OH:12])(=[O:17])[C:25]1[CH:24]=[CH:23][C:14]([C:13]([OH:16])=[O:15])=[CH:19][CH:20]=1. The yield is 0.950. (3) The reactants are [CH3:1][C:2]1[C:7]([CH:8]([CH2:13][CH2:14][CH3:15])[C:9]([O:11]C)=[O:10])=[C:6]([C:16]2[CH:17]=[CH:18][C:19]3[N:24]([CH3:25])[CH2:23][CH2:22][O:21][C:20]=3[CH:26]=2)[N:5]=[C:4]([C:27]2[CH:32]=[CH:31][CH:30]=[CH:29][CH:28]=2)[N:3]=1.[OH-].[Na+]. The catalyst is CO. The product is [CH3:1][C:2]1[C:7]([CH:8]([CH2:13][CH2:14][CH3:15])[C:9]([OH:11])=[O:10])=[C:6]([C:16]2[CH:17]=[CH:18][C:19]3[N:24]([CH3:25])[CH2:23][CH2:22][O:21][C:20]=3[CH:26]=2)[N:5]=[C:4]([C:27]2[CH:32]=[CH:31][CH:30]=[CH:29][CH:28]=2)[N:3]=1. The yield is 0.800. (4) The reactants are [NH2:1][C:2]1[N:3]=[C:4]2[CH:9]=[CH:8][C:7]([O:10][C:11]3[CH:12]=[C:13]([NH:17][C:18](=[O:30])[C:19]4[CH:24]=[CH:23][CH:22]=[C:21]([C:25]5([C:28]#[N:29])[CH2:27][CH2:26]5)[CH:20]=4)[CH:14]=[CH:15][CH:16]=3)=[N:6][N:5]2[CH:31]=1.[N:32]1[CH:37]=[C:36]([C:38](O)=[O:39])[CH:35]=[N:34][CH:33]=1.Cl.CN(C)CCCN=C=NCC.ON1C2C=CC=CC=2N=N1.C(N(CC)CC)C. The catalyst is CN(C)C=O. The product is [C:28]([C:25]1([C:21]2[CH:20]=[C:19]([CH:24]=[CH:23][CH:22]=2)[C:18]([NH:17][C:13]2[CH:12]=[C:11]([CH:16]=[CH:15][CH:14]=2)[O:10][C:7]2[CH:8]=[CH:9][C:4]3[N:5]([CH:31]=[C:2]([NH:1][C:38]([C:36]4[CH:37]=[N:32][CH:33]=[N:34][CH:35]=4)=[O:39])[N:3]=3)[N:6]=2)=[O:30])[CH2:27][CH2:26]1)#[N:29]. The yield is 0.260. (5) The reactants are [Br:1][C:2]1[CH:3]=[C:4]([NH:13][CH:14]2[CH2:19][CH2:18][O:17][CH2:16][CH2:15]2)[C:5]([CH3:12])=[C:6]([CH:11]=1)[C:7]([O:9][CH3:10])=[O:8].[C:20](O)([C:22]([F:25])([F:24])[F:23])=O.[BH4-].[Na+].[OH-].[Na+]. The catalyst is Cl. The product is [Br:1][C:2]1[CH:3]=[C:4]([N:13]([CH:14]2[CH2:19][CH2:18][O:17][CH2:16][CH2:15]2)[CH2:20][C:22]([F:25])([F:24])[F:23])[C:5]([CH3:12])=[C:6]([CH:11]=1)[C:7]([O:9][CH3:10])=[O:8]. The yield is 0.910. (6) The reactants are [CH:1]1[CH:2]=[CH:3][C:4]([C@@H:7]2[N:16]([C:17]([O:19][C@@H:20]3[CH:25]4[CH2:26][CH2:27][N:22]([CH2:23][CH2:24]4)[CH2:21]3)=[O:18])[CH2:15][CH2:14][C:13]3[CH:12]=[CH:11][CH:10]=[CH:9][C:8]2=3)=[CH:5][CH:6]=1.[C:28]([OH:35])(=[O:34])[CH2:29][CH2:30][C:31]([OH:33])=[O:32]. The catalyst is CC(CC)=O. The product is [CH:1]1[CH:6]=[CH:5][C:4]([C@@H:7]2[N:16]([C:17]([O:19][C@@H:20]3[CH:25]4[CH2:24][CH2:23][N:22]([CH2:27][CH2:26]4)[CH2:21]3)=[O:18])[CH2:15][CH2:14][C:13]3[CH:12]=[CH:11][CH:10]=[CH:9][C:8]2=3)=[CH:3][CH:2]=1.[CH2:29]([C:28]([OH:35])=[O:34])[CH2:30][C:31]([OH:33])=[O:32]. The yield is 0.310.